This data is from Peptide-MHC class I binding affinity with 185,985 pairs from IEDB/IMGT. The task is: Regression. Given a peptide amino acid sequence and an MHC pseudo amino acid sequence, predict their binding affinity value. This is MHC class I binding data. (1) The peptide sequence is FSIPLGVIH. The MHC is HLA-B07:02 with pseudo-sequence HLA-B07:02. The binding affinity (normalized) is 0. (2) The peptide sequence is NVAYNVVNK. The MHC is HLA-A11:01 with pseudo-sequence HLA-A11:01. The binding affinity (normalized) is 0.557. (3) The peptide sequence is HALLATSIFK. The MHC is HLA-A11:01 with pseudo-sequence HLA-A11:01. The binding affinity (normalized) is 0.666. (4) The peptide sequence is RNNDPTLPY. The MHC is HLA-A24:03 with pseudo-sequence HLA-A24:03. The binding affinity (normalized) is 0.0847. (5) The peptide sequence is MVTFKVPHAK. The MHC is HLA-A11:01 with pseudo-sequence HLA-A11:01. The binding affinity (normalized) is 0.489. (6) The peptide sequence is YQKKNASVY. The MHC is HLA-A31:01 with pseudo-sequence HLA-A31:01. The binding affinity (normalized) is 0.0847. (7) The peptide sequence is AENLWVTVY. The MHC is Patr-B1301 with pseudo-sequence Patr-B1301. The binding affinity (normalized) is 0. (8) The peptide sequence is DGKRNNMPM. The MHC is H-2-Db with pseudo-sequence H-2-Db. The binding affinity (normalized) is 0.0206. (9) The peptide sequence is VVYKEAKIK. The MHC is HLA-B40:01 with pseudo-sequence HLA-B40:01. The binding affinity (normalized) is 0.0847.